Dataset: Catalyst prediction with 721,799 reactions and 888 catalyst types from USPTO. Task: Predict which catalyst facilitates the given reaction. (1) Reactant: [F:1][C:2]1[CH:3]=[C:4]([CH:7]=[CH:8][C:9]=1[N+:10]([O-:12])=[O:11])C=O.[CH3:13][O:14][CH:15](OC)[O:16][CH3:17].O.C1(C)C=CC(S(O)(=O)=O)=CC=1.C(=O)(O)[O-].[Na+]. Product: [CH3:13][O:14][CH:15]([O:16][CH3:17])[C:4]1[CH:7]=[CH:8][C:9]([N+:10]([O-:12])=[O:11])=[C:2]([F:1])[CH:3]=1. The catalyst class is: 5. (2) Reactant: [BH4-].[Li+].C[Si](C)(C)Cl.[Cl:8][C:9]1[CH:14]=[CH:13][C:12]([CH:15]=[CH:16][N+:17]([O-])=O)=[CH:11][C:10]=1[F:20].CO. Product: [Cl:8][C:9]1[CH:14]=[CH:13][C:12]([CH2:15][CH2:16][NH2:17])=[CH:11][C:10]=1[F:20]. The catalyst class is: 1. (3) Reactant: [O:1]=[C:2]1[C:11]2[C:6](=[CH:7][C:8]([CH3:12])=[CH:9][CH:10]=2)[C:5]([CH3:14])([CH3:13])[CH2:4][CH2:3]1.[Cl-].[Al+3].[Cl-].[Cl-].[Br:19]Br.Cl. Product: [Br:19][C:9]1[CH:10]=[C:11]2[C:6]([C:5]([CH3:14])([CH3:13])[CH2:4][CH2:3][C:2]2=[O:1])=[CH:7][C:8]=1[CH3:12]. The catalyst class is: 4.